From a dataset of Full USPTO retrosynthesis dataset with 1.9M reactions from patents (1976-2016). Predict the reactants needed to synthesize the given product. (1) Given the product [ClH:10].[NH2:7][CH2:6][C:5]1[CH:8]=[C:9]([Cl:10])[C:2]([NH2:1])=[N:3][C:4]=1[CH3:11], predict the reactants needed to synthesize it. The reactants are: [NH2:1][C:2]1[C:9]([Cl:10])=[CH:8][C:5]([C:6]#[N:7])=[C:4]([CH3:11])[N:3]=1.Cl. (2) Given the product [OH:3][C@H:1]([C:4]1[CH:16]=[CH:15][C:7]([C:8]([O:10][C:11]([CH3:13])([CH3:12])[CH3:14])=[O:9])=[CH:6][CH:5]=1)[CH3:2], predict the reactants needed to synthesize it. The reactants are: [C:1]([C:4]1[CH:16]=[CH:15][C:7]([C:8]([O:10][C:11]([CH3:14])([CH3:13])[CH3:12])=[O:9])=[CH:6][CH:5]=1)(=[O:3])[CH3:2].O1CCCC1.B(Cl)([C@H]1[C@H](C)[C@@H]2C(C)(C)[C@@H](C2)C1)[C@H]1[C@H](C)[C@@H]2C(C)(C)[C@@H](C2)C1.N(CCO)CCO. (3) Given the product [Br:11][C:9]1[CH:8]=[CH:7][C:5]2[NH:6][C:2]([N:12]3[CH2:16][CH2:15][CH2:14][CH2:13]3)=[N:3][C:4]=2[CH:10]=1, predict the reactants needed to synthesize it. The reactants are: Br[C:2]1[NH:6][C:5]2[CH:7]=[CH:8][C:9]([Br:11])=[CH:10][C:4]=2[N:3]=1.[NH:12]1[CH2:16][CH2:15][CH2:14][CH2:13]1.